From a dataset of Peptide-MHC class I binding affinity with 185,985 pairs from IEDB/IMGT. Regression. Given a peptide amino acid sequence and an MHC pseudo amino acid sequence, predict their binding affinity value. This is MHC class I binding data. The peptide sequence is RNQPAATAL. The MHC is HLA-A24:02 with pseudo-sequence HLA-A24:02. The binding affinity (normalized) is 0.0847.